Dataset: Forward reaction prediction with 1.9M reactions from USPTO patents (1976-2016). Task: Predict the product of the given reaction. (1) Given the reactants [NH2:1][C@@:2]1([C:11]2[CH:16]=[CH:15][CH:14]=[CH:13][C:12]=2[F:17])[CH2:6][C@H:5]([O:7][CH3:8])[CH2:4][C@H:3]1[CH2:9][OH:10].[C:18]1([CH2:31][O:32][C:33]([N:35]=[C:36]=[S:37])=[O:34])[C:30]2[CH2:29][C:28]3[C:23](=[CH:24][CH:25]=[CH:26][CH:27]=3)[C:22]=2[CH:21]=[CH:20][CH:19]=1, predict the reaction product. The product is: [CH:26]1[C:27]2[CH:18]([CH2:31][O:32][C:33](=[O:34])[NH:35][C:36]([NH:1][C@@:2]3([C:11]4[CH:16]=[CH:15][CH:14]=[CH:13][C:12]=4[F:17])[CH2:6][C@H:5]([O:7][CH3:8])[CH2:4][C@H:3]3[CH2:9][OH:10])=[S:37])[C:30]3[C:29](=[CH:19][CH:20]=[CH:21][CH:22]=3)[C:28]=2[CH:23]=[CH:24][CH:25]=1. (2) Given the reactants CO[C:3]1[CH:4]=[CH:5][C:6]([NH:15][C:16]2[C:17]([C:26]([OH:28])=O)=[CH:18][C:19]3[C:24]([CH:25]=2)=[CH:23][CH:22]=[CH:21][CH:20]=3)=[C:7]2[C:12]=1[O:11][C:10]([CH3:14])([CH3:13])[CH:9]=[CH:8]2.FC(F)(F)[C:31](OC(=O)C(F)(F)F)=[O:32], predict the reaction product. The product is: [CH3:31][O:32][C:4]1[CH:3]=[C:12]2[O:11][C:10]([CH3:13])([CH3:14])[CH:9]=[CH:8][C:7]2=[C:6]2[C:5]=1[C:26](=[O:28])[C:17]1[CH:18]=[C:19]3[CH:20]=[CH:21][CH:22]=[CH:23][C:24]3=[CH:25][C:16]=1[NH:15]2. (3) Given the reactants Cl.[Cl:2][C:3]([Cl:48])([Cl:47])[C:4]([O:7][C:8]([N:10]1[CH:15]2[C:16]([C:35]([O:37][CH2:38][CH3:39])=[O:36])=[C:17]([C:19]3[CH:24]=[CH:23][CH:22]=[C:21]([CH2:25][CH2:26][O:27][Si](C(C)(C)C)(C)C)[CH:20]=3)[CH2:18][CH:11]1[CH2:12][N:13]([C:40]([O:42]C(C)(C)C)=O)[CH2:14]2)=[O:9])([CH3:6])[CH3:5].[CH3:49]CN(C(C)C)C(C)C.C(Cl)(C)=O, predict the reaction product. The product is: [Cl:48][C:3]([Cl:47])([Cl:2])[C:4]([O:7][C:8]([N:10]1[CH:15]2[C:16]([C:35]([O:37][CH2:38][CH3:39])=[O:36])=[C:17]([C:19]3[CH:24]=[CH:23][CH:22]=[C:21]([CH2:25][CH2:26][OH:27])[CH:20]=3)[CH2:18][CH:11]1[CH2:12][N:13]([C:40](=[O:42])[CH3:49])[CH2:14]2)=[O:9])([CH3:6])[CH3:5].